This data is from Full USPTO retrosynthesis dataset with 1.9M reactions from patents (1976-2016). The task is: Predict the reactants needed to synthesize the given product. (1) The reactants are: [CH3:1][C:2]1[C:11]2[CH2:10][CH2:9][CH2:8][CH2:7][C:6]=2[N:5]2[N:12]=[C:13]([CH:15]=[O:16])[N:14]=[C:4]2[N:3]=1.[N+:17]([C:20]1[CH:38]=[CH:37][C:23]([CH2:24][O:25][C:26]([C:28]2[N:29]3[C@H:32]([S:33][CH:34]=2)[C@@H:31]([Br:35])[C:30]3=[O:36])=[O:27])=[CH:22][CH:21]=1)([O-:19])=[O:18].[Mg+2].[Br-].[Br-].[O:42](CC)[CH2:43][CH3:44].C(OC(=O)C)(=O)C. Given the product [C:43]([O:16][CH:15]([C:13]1[N:14]=[C:4]2[N:3]=[C:2]([CH3:1])[C:11]3[CH2:10][CH2:9][CH2:8][CH2:7][C:6]=3[N:5]2[N:12]=1)[C:31]1([Br:35])[C:30](=[O:36])[N:29]2[C@@H:32]1[S:33][CH:34]=[C:28]2[C:26]([O:25][CH2:24][C:23]1[CH:37]=[CH:38][C:20]([N+:17]([O-:19])=[O:18])=[CH:21][CH:22]=1)=[O:27])(=[O:42])[CH3:44], predict the reactants needed to synthesize it. (2) Given the product [CH2:14]([C:18]1[CH:19]=[C:20]([CH:39]=[C:40]([O:42][C:2](=[O:3])[NH:61][CH2:60][CH2:59][N:56]2[CH2:57][CH2:58][N:53]([CH3:52])[CH2:54][CH2:55]2)[CH:41]=1)[O:21][CH2:22][C:23]1[C:31]2[C:26](=[CH:27][CH:28]=[CH:29][CH:30]=2)[N:25]([C:32]([O:34][C:35]([CH3:37])([CH3:36])[CH3:38])=[O:33])[CH:24]=1)[CH2:15][CH2:16][CH3:17], predict the reactants needed to synthesize it. The reactants are: Cl[C:2](OC1C=CC([N+]([O-])=O)=CC=1)=[O:3].[CH2:14]([C:18]1[CH:19]=[C:20]([CH:39]=[C:40]([OH:42])[CH:41]=1)[O:21][CH2:22][C:23]1[C:31]2[C:26](=[CH:27][CH:28]=[CH:29][CH:30]=2)[N:25]([C:32]([O:34][C:35]([CH3:38])([CH3:37])[CH3:36])=[O:33])[CH:24]=1)[CH2:15][CH2:16][CH3:17].C(N(C(C)C)CC)(C)C.[CH3:52][N:53]1[CH2:58][CH2:57][N:56]([CH2:59][CH2:60][NH2:61])[CH2:55][CH2:54]1. (3) Given the product [C:2]([C:1]1[O:6][CH:11]=[C:10]([CH2:9][Cl:8])[N:7]=1)([CH3:5])([CH3:4])[CH3:3], predict the reactants needed to synthesize it. The reactants are: [C:1]([NH2:7])(=[O:6])[C:2]([CH3:5])([CH3:4])[CH3:3].[Cl:8][CH2:9][C:10](=O)[CH2:11]Cl.[OH-].[Na+]. (4) The reactants are: [Br:1][C:2]1[N:7]=[C:6]([N+:8]([O-])=O)[C:5]([O:11][CH2:12][C:13](OCC)=[O:14])=[C:4]([CH3:18])[CH:3]=1.[Cl-].[Cl-].[Ca+2]. Given the product [Br:1][C:2]1[CH:3]=[C:4]([CH3:18])[C:5]2[O:11][CH2:12][C:13](=[O:14])[NH:8][C:6]=2[N:7]=1, predict the reactants needed to synthesize it. (5) Given the product [F:1][C:2]1[CH:7]=[CH:6][CH:5]=[C:4]([F:8])[C:3]=1[C:9]1[C:10](=[O:11])[O:12][CH:13]([CH3:14])[C:15]=1[C:16]1[CH:21]=[CH:20][CH:19]=[CH:18][CH:17]=1, predict the reactants needed to synthesize it. The reactants are: [F:1][C:2]1[CH:7]=[CH:6][CH:5]=[C:4]([F:8])[C:3]=1[CH2:9][C:10]([O:12][CH:13]([C:15](=O)[C:16]1[CH:21]=[CH:20][CH:19]=[CH:18][CH:17]=1)[CH3:14])=[O:11].C1CCN2C(=NCCC2)CC1.Cl.O. (6) Given the product [CH:21]([C:17]1[C:16]([OH:23])=[CH:15][CH:14]=[C:13]2[C:18]=1[CH:19]=[CH:20][C:11]([C:7]1[S:6][C:5]([C:3]([OH:4])=[O:2])=[CH:9][C:8]=1[CH3:10])=[CH:12]2)=[O:22], predict the reactants needed to synthesize it. The reactants are: C[O:2][C:3]([C:5]1[S:6][C:7]([C:11]2[CH:20]=[CH:19][C:18]3[C:13](=[CH:14][CH:15]=[C:16]([OH:23])[C:17]=3[CH:21]=[O:22])[CH:12]=2)=[C:8]([CH3:10])[CH:9]=1)=[O:4].C.